Dataset: Reaction yield outcomes from USPTO patents with 853,638 reactions. Task: Predict the reaction yield, written as a fraction of the theoretical maximum amount of product (1.0 means a 100% yield; for example, 0.34 means a 34% yield). (1) The reactants are [C:1]([O:4][C@H:5]1[CH2:9][C@H:8]([N:10]2[CH:18]=[N:17][C:16]3[C:11]2=[N:12][CH:13]=[N:14][C:15]=3N)[O:7][C@@H:6]1[CH2:20][O:21][Si:22]([C:25]([CH3:28])([CH3:27])[CH3:26])([CH3:24])[CH3:23])(=[O:3])[CH3:2].C[Si]([Br:33])(C)C.C(ON=O)(C)(C)C.C([O-])(O)=O.[Na+]. The catalyst is C(Br)Br.C(Cl)Cl. The product is [C:1]([O:4][C@H:5]1[CH2:9][C@H:8]([N:10]2[CH:18]=[N:17][C:16]3[C:11]2=[N:12][CH:13]=[N:14][C:15]=3[Br:33])[O:7][C@@H:6]1[CH2:20][O:21][Si:22]([C:25]([CH3:28])([CH3:27])[CH3:26])([CH3:24])[CH3:23])(=[O:3])[CH3:2]. The yield is 0.550. (2) The reactants are O.O.Cl.[NH2:4][C:5]1[N:14]=[C:13]([NH2:15])[C:12]2[C:7](=[N:8][CH:9]=[C:10]([CH2:16][N:17]([CH3:27])[C:18]3[CH:26]=[CH:25][C:21]([C:22](O)=[O:23])=[CH:20][CH:19]=3)[N:11]=2)[N:6]=1.NC1N=C(N)C2C(=NC=C(CN(C3C=CC(C(O)=O)=CC=3)C)N=2)N=1.O.O.C(P(=O)(OCC)OCC)#N.CCN(C(C)C)C(C)C.C(O)(=O)C.[CH2:77]([O:79][C:80](=[O:96])[C@@H:81]([N:83]([CH2:93][CH2:94][NH2:95])[PH:84]([O:86][C:87]1[CH:92]=[CH:91][CH:90]=[CH:89][CH:88]=1)=[O:85])[CH3:82])[CH3:78]. The catalyst is CN(C=O)C. The product is [CH2:77]([O:79][C:80](=[O:96])[CH:81]([N:83]([CH2:93][CH2:94][NH:95][C:22](=[O:23])[C:21]1[CH:20]=[CH:19][C:18]([N:17]([CH2:16][C:10]2[N:11]=[C:12]3[C:7](=[N:8][CH:9]=2)[N:6]=[C:5]([NH2:4])[N:14]=[C:13]3[NH2:15])[CH3:27])=[CH:26][CH:25]=1)[PH:84]([O:86][C:87]1[CH:92]=[CH:91][CH:90]=[CH:89][CH:88]=1)=[O:85])[CH3:82])[CH3:78]. The yield is 0.260. (3) The product is [Cl:25][C:2]1[N:3]=[C:34]([Cl:35])[C:5]2[S:9][CH:8]=[CH:7][C:6]=2[N:1]=1. The yield is 0.880. The reactants are [N:1]1[C:6]2[CH2:7][CH2:8][S:9][C:5]=2C(O)=[N:3][C:2]=1O.CCN(C1C=CC=CC=1)CC.P(Cl)(Cl)([Cl:25])=O.C1COCC1.Cl[CH2:34][Cl:35]. The catalyst is O. (4) The reactants are [Br:1][C:2]1[CH:8]=[C:7]([N+:9]([O-])=O)[C:5]([NH2:6])=[C:4]([F:12])[CH:3]=1.[Cl-].[NH4+]. The catalyst is C1COCC1.CCO.O.[Fe]. The product is [Br:1][C:2]1[CH:8]=[C:7]([NH2:9])[C:5]([NH2:6])=[C:4]([F:12])[CH:3]=1. The yield is 0.990.